Dataset: Forward reaction prediction with 1.9M reactions from USPTO patents (1976-2016). Task: Predict the product of the given reaction. (1) Given the reactants O=P12OP3(OP(OP(O3)(O1)=O)(=O)O2)=O.O=P(Cl)(Cl)Cl.[CH3:20][C:21]([C:33]1[CH:38]=[CH:37][CH:36]=[CH:35][CH:34]=1)([CH3:32])[CH2:22][NH:23][C:24](=O)[C:25]1[CH:30]=[CH:29][CH:28]=[CH:27][CH:26]=1, predict the reaction product. The product is: [CH3:20][C:21]1([CH3:32])[C:33]2[C:38](=[CH:37][CH:36]=[CH:35][CH:34]=2)[C:24]([C:25]2[CH:30]=[CH:29][CH:28]=[CH:27][CH:26]=2)=[N:23][CH2:22]1. (2) Given the reactants C([O:8][C:9]1[CH:10]=[C:11]([C:15]2[O:19][C:18]([C:20]3[CH:25]=[CH:24][C:23]([F:26])=[CH:22][CH:21]=3)=[N:17][C:16]=2[CH2:27][C:28]([O:30][CH2:31][CH3:32])=[O:29])[CH:12]=[CH:13][CH:14]=1)C1C=CC=CC=1, predict the reaction product. The product is: [F:26][C:23]1[CH:24]=[CH:25][C:20]([C:18]2[O:19][C:15]([C:11]3[CH:12]=[CH:13][CH:14]=[C:9]([OH:8])[CH:10]=3)=[C:16]([CH2:27][C:28]([O:30][CH2:31][CH3:32])=[O:29])[N:17]=2)=[CH:21][CH:22]=1.